Dataset: Catalyst prediction with 721,799 reactions and 888 catalyst types from USPTO. Task: Predict which catalyst facilitates the given reaction. (1) Reactant: [CH2:1]([N:8]1[CH:13]=[CH:12][C:11]([C:14]([OH:16])=O)=[CH:10][C:9]1=[O:17])[C:2]1[CH:7]=[CH:6][CH:5]=[CH:4][CH:3]=1.[NH2:18][C@@H:19]([CH2:27][CH2:28][CH2:29][NH:30][C:31]([NH:33][S:34]([C:37]1[C:38]([CH3:51])=[C:39]2[C:44](=[C:45]([CH3:48])[C:46]=1[CH3:47])[O:43][C:42]([CH3:50])([CH3:49])[CH2:41][CH2:40]2)(=[O:36])=[O:35])=[NH:32])[C:20]([O:22][C:23]([CH3:26])([CH3:25])[CH3:24])=[O:21].CN(C(ON1N=NC2C=CC=CC1=2)=[N+](C)C)C.F[P-](F)(F)(F)(F)F.CCN(C(C)C)C(C)C. Product: [CH2:1]([N:8]1[CH:13]=[CH:12][C:11]([C:14]([NH:18][C@@H:19]([CH2:27][CH2:28][CH2:29][NH:30][C:31]([NH:33][S:34]([C:37]2[C:38]([CH3:51])=[C:39]3[C:44](=[C:45]([CH3:48])[C:46]=2[CH3:47])[O:43][C:42]([CH3:50])([CH3:49])[CH2:41][CH2:40]3)(=[O:35])=[O:36])=[NH:32])[C:20]([O:22][C:23]([CH3:24])([CH3:25])[CH3:26])=[O:21])=[O:16])=[CH:10][C:9]1=[O:17])[C:2]1[CH:3]=[CH:4][CH:5]=[CH:6][CH:7]=1. The catalyst class is: 3. (2) Reactant: [NH2:1][C:2]1[CH:3]=[C:4]([CH:9]=[CH:10][C:11]=1[O:12][CH2:13][C:14]1[CH:19]=[CH:18][CH:17]=[CH:16][CH:15]=1)[C:5]([O:7][CH3:8])=[O:6].[CH3:20][S:21](Cl)(=[O:23])=[O:22]. Product: [CH2:13]([O:12][C:11]1[CH:10]=[CH:9][C:4]([C:5]([O:7][CH3:8])=[O:6])=[CH:3][C:2]=1[NH:1][S:21]([CH3:20])(=[O:23])=[O:22])[C:14]1[CH:19]=[CH:18][CH:17]=[CH:16][CH:15]=1. The catalyst class is: 17. (3) Reactant: [CH3:1][CH:2](/[CH:4]=[CH:5]/[CH2:6][CH2:7][CH2:8][CH2:9][C:10]([NH:12][CH2:13][C:14]1[CH:15]=[CH:16][C:17]([OH:22])=[C:18]([O:20][CH3:21])[CH:19]=1)=[O:11])[CH3:3].C([O-])([O-])=O.[K+].[K+].[I-].[Na+].Cl[CH:32]([CH3:37])[C:33]([O:35][CH3:36])=[O:34]. Product: [CH3:36][O:35][C:33](=[O:34])[CH:32]([O:22][C:17]1[CH:16]=[CH:15][C:14]([CH2:13][NH:12][C:10](=[O:11])[CH2:9][CH2:8][CH2:7][CH2:6][CH:5]=[CH:4][CH:2]([CH3:1])[CH3:3])=[CH:19][C:18]=1[O:20][CH3:21])[CH3:37]. The catalyst class is: 21. (4) Reactant: [CH:1]1([NH:4][C:5]2[CH:10]=[CH:9][C:8]([N+:11]([O-:13])=[O:12])=[CH:7][N:6]=2)[CH2:3][CH2:2]1.CI.[C:16](=O)([O-])[O-].[K+].[K+]. Product: [CH:1]1([N:4]([CH3:16])[C:5]2[CH:10]=[CH:9][C:8]([N+:11]([O-:13])=[O:12])=[CH:7][N:6]=2)[CH2:3][CH2:2]1. The catalyst class is: 3. (5) Reactant: O(P([CH2:17][C:18]([O:20][C:21]([CH3:24])([CH3:23])[CH3:22])=[O:19])(OC1C=CC=CC=1)=O)C1C=CC=CC=1.[H-].[Na+].[Br:27][C:28]1[CH:29]=[C:30]([CH:35]=[C:36]([Br:40])[C:37]=1[CH:38]=O)[C:31]([O:33][CH3:34])=[O:32]. Product: [Br:27][C:28]1[CH:29]=[C:30]([CH:35]=[C:36]([Br:40])[C:37]=1/[CH:38]=[CH:17]\[C:18]([O:20][C:21]([CH3:24])([CH3:23])[CH3:22])=[O:19])[C:31]([O:33][CH3:34])=[O:32]. The catalyst class is: 1. (6) Reactant: C(OC(=O)[NH:7][CH2:8][CH2:9][N:10]1[CH2:15][CH2:14][O:13][CH2:12][C@@H:11]1[C:16]([NH:18][CH:19]1[CH:26]2[CH2:27][CH:22]3[CH2:23][CH:24]([CH2:28][CH:20]1[CH2:21]3)[CH2:25]2)=[O:17])(C)(C)C.Cl. Product: [CH:20]12[CH2:28][CH:24]3[CH2:23][CH:22]([CH2:27][CH:26]([CH2:25]3)[CH:19]1[NH:18][C:16]([C@H:11]1[CH2:12][O:13][CH2:14][CH2:15][N:10]1[CH2:9][CH2:8][NH2:7])=[O:17])[CH2:21]2. The catalyst class is: 4.